Dataset: Forward reaction prediction with 1.9M reactions from USPTO patents (1976-2016). Task: Predict the product of the given reaction. (1) Given the reactants Cl[C:2]1[N:7]=[C:6]([NH:8][CH3:9])[C:5]([C:10]([F:13])([F:12])[F:11])=[CH:4][N:3]=1.[CH3:14][O:15][C:16]1[CH:22]=[C:21]([N:23]2[CH:27]=[N:26][CH:25]=[N:24]2)[CH:20]=[CH:19][C:17]=1[NH2:18].C1(C)C=CC(S(O)(=O)=O)=CC=1, predict the reaction product. The product is: [CH3:14][O:15][C:16]1[CH:22]=[C:21]([N:23]2[CH:27]=[N:26][CH:25]=[N:24]2)[CH:20]=[CH:19][C:17]=1[NH:18][C:2]1[N:7]=[C:6]([NH:8][CH3:9])[C:5]([C:10]([F:13])([F:12])[F:11])=[CH:4][N:3]=1. (2) Given the reactants [CH3:1][C:2]1[C:6]([CH2:7][N:8]2[CH:12]=[C:11]([N:13]3[C:17](=[O:18])[CH:16]([CH2:19][C:20]([OH:22])=O)[NH:15][C:14]3=[O:23])[CH:10]=[N:9]2)=[C:5]([CH3:24])[O:4][N:3]=1.[NH2:25][C:26]1[CH:31]=[CH:30][CH:29]=[CH:28][CH:27]=1, predict the reaction product. The product is: [CH3:1][C:2]1[C:6]([CH2:7][N:8]2[CH:12]=[C:11]([N:13]3[C:17](=[O:18])[CH:16]([CH2:19][C:20]([NH:25][C:26]4[CH:31]=[CH:30][CH:29]=[CH:28][CH:27]=4)=[O:22])[NH:15][C:14]3=[O:23])[CH:10]=[N:9]2)=[C:5]([CH3:24])[O:4][N:3]=1. (3) Given the reactants Br[C:2]1[CH:11]=[CH:10][C:5]([C:6]([O:8][CH3:9])=[O:7])=[CH:4][CH:3]=1.[Cl-].[F:13][C:14]([F:24])([F:23])[C:15]1[CH:22]=[CH:21][C:18]([CH2:19][Zn+])=[CH:17][CH:16]=1.C(Cl)Cl, predict the reaction product. The product is: [F:13][C:14]([F:23])([F:24])[C:15]1[CH:22]=[CH:21][C:18]([CH2:19][C:2]2[CH:11]=[CH:10][C:5]([C:6]([O:8][CH3:9])=[O:7])=[CH:4][CH:3]=2)=[CH:17][CH:16]=1.